This data is from Forward reaction prediction with 1.9M reactions from USPTO patents (1976-2016). The task is: Predict the product of the given reaction. (1) Given the reactants [CH:1]([C:3]1[CH:4]=[C:5]([CH:9]=[CH:10][N:11]=1)[C:6]([OH:8])=[O:7])=C.[O:12]=[O+][O-].CSC, predict the reaction product. The product is: [CH:1]([C:3]1[CH:4]=[C:5]([CH:9]=[CH:10][N:11]=1)[C:6]([OH:8])=[O:7])=[O:12]. (2) The product is: [CH2:1]([N:3]1[C:15]2[CH:14]=[CH:13][C:12]([CH2:16][N:32]3[CH2:33][CH2:34][CH:29]([C:24]4[CH:25]=[CH:26][CH:27]=[CH:28][C:23]=4[NH:22][C:20](=[O:21])[CH:19]([CH3:35])[CH3:18])[CH2:30][CH2:31]3)=[CH:11][C:10]=2[C:9]2[C:4]1=[CH:5][CH:6]=[CH:7][CH:8]=2)[CH3:2]. Given the reactants [CH2:1]([N:3]1[C:15]2[CH:14]=[CH:13][C:12]([CH:16]=O)=[CH:11][C:10]=2[C:9]2[C:4]1=[CH:5][CH:6]=[CH:7][CH:8]=2)[CH3:2].[CH3:18][CH:19]([CH3:35])[C:20]([NH:22][C:23]1[CH:28]=[CH:27][CH:26]=[CH:25][C:24]=1[CH:29]1[CH2:34][CH2:33][NH:32][CH2:31][CH2:30]1)=[O:21], predict the reaction product. (3) The product is: [Br:1][C:2]1[C:10]2[C:6](=[CH:7][N:8]([CH3:15])[N:9]=2)[CH:5]=[CH:4][CH:3]=1. Given the reactants [Br:1][C:2]1[CH:3]=[CH:4][CH:5]=[C:6]2[C:10]=1[NH:9][N:8]=[CH:7]2.S(OC)(O[CH3:15])(=O)=O, predict the reaction product. (4) The product is: [CH3:12][S:13][C:14]1[CH:19]=[CH:18][C:17]([C:2]2[CH:7]=[C:6]([C:8]([F:11])([F:10])[F:9])[CH:5]=[CH:4][N:3]=2)=[CH:16][CH:15]=1. Given the reactants Cl[C:2]1[CH:7]=[C:6]([C:8]([F:11])([F:10])[F:9])[CH:5]=[CH:4][N:3]=1.[CH3:12][S:13][C:14]1[CH:19]=[CH:18][C:17](B(O)O)=[CH:16][CH:15]=1.C(=O)([O-])[O-].[Na+].[Na+], predict the reaction product.